This data is from Tyrosyl-DNA phosphodiesterase HTS with 341,365 compounds. The task is: Binary Classification. Given a drug SMILES string, predict its activity (active/inactive) in a high-throughput screening assay against a specified biological target. (1) The compound is O=C1NC(=O)CCC1NC(=O)c1ccccc1. The result is 0 (inactive). (2) The compound is S(CC(=O)NC1CCCCC1)c1n(c(nn1)CCC)CCOC. The result is 0 (inactive). (3) The compound is s1c(NC(=O)CCN2C(=O)c3c(C2=O)cccc3[N+]([O-])=O)ncc1. The result is 0 (inactive). (4) The drug is Fc1c(C(=O)Nc2n(ncc2C(=O)N2CCN(CC2)C(OCC)=O)c2ccccc2)cccc1. The result is 0 (inactive). (5) The compound is s1c(nnc1NC(=O)Cc1sccc1)Cc1cc(OC)c(OC)cc1. The result is 0 (inactive). (6) The molecule is S(=O)(=O)(NCCCN1CCCC1=O)c1cn(c(c1)C(OC)=O)C. The result is 0 (inactive). (7) The compound is S(c1c(NC(=O)COc2cc3OCOc3cc2)cccc1)C. The result is 0 (inactive).